From a dataset of Full USPTO retrosynthesis dataset with 1.9M reactions from patents (1976-2016). Predict the reactants needed to synthesize the given product. (1) Given the product [Cl:23][C:14]1[CH:15]=[CH:16][CH:17]=[C:18]([C:19]([F:22])([F:21])[F:20])[C:13]=1[C:11]([N:4]1[C:5]2[C:6](=[N:7][CH:8]=[CH:9][CH:10]=2)[C:2]([N:27]2[CH2:28][CH2:29][CH:30]([C:31]([OH:33])=[O:32])[CH:25]([CH3:24])[CH2:26]2)=[N:3]1)=[O:12], predict the reactants needed to synthesize it. The reactants are: Br[C:2]1[C:6]2=[N:7][CH:8]=[CH:9][CH:10]=[C:5]2[N:4]([C:11]([C:13]2[C:18]([C:19]([F:22])([F:21])[F:20])=[CH:17][CH:16]=[CH:15][C:14]=2[Cl:23])=[O:12])[N:3]=1.[CH3:24][CH:25]1[CH:30]([C:31]([OH:33])=[O:32])[CH2:29][CH2:28][NH:27][CH2:26]1.C([O-])([O-])=O.[K+].[K+].O. (2) The reactants are: [Cl:1][CH2:2][CH2:3][O:4][C:5]1[C:6]([O:35][CH3:36])=[CH:7][C:8]2[N:12]=[CH:11][N:10]([C:13]3[S:17][C:16]([C:18]([O:20]C)=[O:19])=[C:15]([O:22][CH2:23][C:24]4[CH:29]=[CH:28][CH:27]=[CH:26][C:25]=4[C:30]([F:33])([F:32])[F:31])[CH:14]=3)[C:9]=2[CH:34]=1.[OH-].[Li+].[OH-].[Na+].C(OCC)C. Given the product [Cl:1][CH2:2][CH2:3][O:4][C:5]1[C:6]([O:35][CH3:36])=[CH:7][C:8]2[N:12]=[CH:11][N:10]([C:13]3[S:17][C:16]([C:18]([OH:20])=[O:19])=[C:15]([O:22][CH2:23][C:24]4[CH:29]=[CH:28][CH:27]=[CH:26][C:25]=4[C:30]([F:33])([F:32])[F:31])[CH:14]=3)[C:9]=2[CH:34]=1, predict the reactants needed to synthesize it. (3) Given the product [F:1][C:2]1[C:7]([CH:19]=[O:20])=[CH:6][CH:5]=[CH:4][N:3]=1, predict the reactants needed to synthesize it. The reactants are: [F:1][C:2]1[CH:7]=[CH:6][CH:5]=[CH:4][N:3]=1.C([N-]C(C)C)(C)C.[Li+].CN([CH:19]=[O:20])C.[NH4+].[Cl-]. (4) Given the product [CH:1](=[C:7](/[CH2:8][CH2:9][CH2:10][CH2:11][CH3:12])\[C:5](=[O:4])[CH3:6])/[CH3:2], predict the reactants needed to synthesize it. The reactants are: [CH:1](=O)[CH3:2].[O:4]=[C:5]([CH:7](P(=O)(OCC)OCC)[CH2:8][CH2:9][CH2:10][CH2:11][CH3:12])[CH3:6]. (5) Given the product [C:1]([N:4]1[C:13]2[C:8](=[CH:9][C:10]([NH:14][C:30](=[O:31])[C:29]3[CH:33]=[C:25]([CH3:24])[CH:26]=[N:27][CH:28]=3)=[CH:11][CH:12]=2)[C:7]([C:16]2[CH:21]=[CH:20][CH:19]=[CH:18][CH:17]=2)([CH3:15])[CH2:6][C:5]1([CH3:23])[CH3:22])(=[O:3])[CH3:2], predict the reactants needed to synthesize it. The reactants are: [C:1]([N:4]1[C:13]2[C:8](=[CH:9][C:10]([NH2:14])=[CH:11][CH:12]=2)[C:7]([C:16]2[CH:21]=[CH:20][CH:19]=[CH:18][CH:17]=2)([CH3:15])[CH2:6][C:5]1([CH3:23])[CH3:22])(=[O:3])[CH3:2].[CH3:24][C:25]1[CH:26]=[N:27][CH:28]=[C:29]([CH:33]=1)[C:30](O)=[O:31].CN(C(ON1N=NC2C=CC=NC1=2)=[N+](C)C)C.F[P-](F)(F)(F)(F)F.C(N(CC)C(C)C)(C)C.